Dataset: Forward reaction prediction with 1.9M reactions from USPTO patents (1976-2016). Task: Predict the product of the given reaction. (1) Given the reactants [N:1]1[CH:6]=[CH:5][C:4]([CH:7]([CH3:14])[CH2:8][C:9](OCC)=[O:10])=[CH:3][CH:2]=1.[NH3:15], predict the reaction product. The product is: [N:1]1[CH:6]=[CH:5][C:4]([CH:7]([CH3:14])[CH2:8][C:9]([NH2:15])=[O:10])=[CH:3][CH:2]=1. (2) Given the reactants F[C:2](F)(F)C(O)=O.C([CH:15]1[CH2:20][NH:19][CH2:18][CH2:17][N:16]1[C:21]1[C:26]([NH:27][CH2:28][CH2:29]C)=[CH:25][CH:24]=[CH:23][N:22]=1)(OC(C)(C)C)=O.C([O-])([O-])=O.[K+].[K+].O, predict the reaction product. The product is: [N:16]1([C:21]2[C:26]([NH:27][CH:28]([CH3:29])[CH3:2])=[CH:25][CH:24]=[CH:23][N:22]=2)[CH2:15][CH2:20][NH:19][CH2:18][CH2:17]1. (3) Given the reactants C[O:2][C:3](=[O:29])[CH2:4][O:5][C:6]1[CH:11]=[CH:10][C:9]([S:12][CH2:13][C:14]2[CH:19]=[CH:18][C:17]([O:20][CH2:21][C:22]3[CH:27]=[CH:26][CH:25]=[CH:24][N:23]=3)=[CH:16][CH:15]=2)=[CH:8][C:7]=1[CH3:28].[K+].[Br-].C(O)(C(F)(F)F)=O, predict the reaction product. The product is: [CH3:28][C:7]1[CH:8]=[C:9]([S:12][CH2:13][C:14]2[CH:19]=[CH:18][C:17]([O:20][CH2:21][C:22]3[CH:27]=[CH:26][CH:25]=[CH:24][N:23]=3)=[CH:16][CH:15]=2)[CH:10]=[CH:11][C:6]=1[O:5][CH2:4][C:3]([OH:29])=[O:2]. (4) The product is: [F:22][C:2]1([F:1])[CH2:5][N:4]([C:6]2[C:7]([O:16][CH2:17][C:18]([F:20])([F:21])[F:19])=[CH:8][C:9]([C:12]3[N:13]=[C:23]([CH:24]([CH3:26])[CH3:25])[O:15][N:14]=3)=[N:10][CH:11]=2)[CH2:3]1. Given the reactants [F:1][C:2]1([F:22])[CH2:5][N:4]([C:6]2[C:7]([O:16][CH2:17][C:18]([F:21])([F:20])[F:19])=[CH:8][C:9]([C:12](=[N:14][OH:15])[NH2:13])=[N:10][CH:11]=2)[CH2:3]1.[C:23](Cl)(=O)[CH:24]([CH3:26])[CH3:25], predict the reaction product. (5) Given the reactants [NH:1]1[CH:5]=[CH:4][CH:3]=[C:2]1/[CH:6]=[C:7]1\[C:8](=[O:16])[NH:9][C:10]2[C:15]\1=[CH:14][CH:13]=[CH:12][CH:11]=2.[CH2:17]=O.[CH3:19][O:20][CH2:21][CH2:22][CH2:23][NH2:24], predict the reaction product. The product is: [CH3:19][O:20][CH2:21][CH2:22][CH2:23][NH:24][CH2:17][N:9]1[C:10]2[C:15](=[CH:14][CH:13]=[CH:12][CH:11]=2)[C:7](=[CH:6][C:2]2[NH:1][CH:5]=[CH:4][CH:3]=2)[C:8]1=[O:16]. (6) Given the reactants [CH3:1][O:2][C:3](=[O:13])[NH:4][C:5]1[CH:10]=[C:9](I)[CH:8]=[C:7]([Br:12])[CH:6]=1.[N:14]1[CH:19]=[CH:18][CH:17]=[C:16](B(O)O)[CH:15]=1.C(=O)([O-])[O-].[K+].[K+], predict the reaction product. The product is: [CH3:1][O:2][C:3](=[O:13])[NH:4][C:5]1[CH:10]=[C:9]([C:16]2[CH:15]=[N:14][CH:19]=[CH:18][CH:17]=2)[CH:8]=[C:7]([Br:12])[CH:6]=1. (7) Given the reactants [Cl:1][C:2]1[C:10]2[N:9]=[C:8]([NH:11][C:12]3[C:13]([CH3:18])=[N:14][O:15][C:16]=3[CH3:17])[N:7]([CH2:19][CH2:20][CH2:21][CH2:22]O)[C:6]=2[C:5]([CH:24]([CH2:27][CH3:28])[CH2:25][CH3:26])=[CH:4][CH:3]=1.CS(Cl)(=O)=O.C(=O)(O)[O-].[Na+].C(=O)([O-])[O-].[K+].[K+], predict the reaction product. The product is: [Cl:1][C:2]1[C:10]2[N:9]=[C:8]3[N:11]([C:12]4[C:13]([CH3:18])=[N:14][O:15][C:16]=4[CH3:17])[CH2:22][CH2:21][CH2:20][CH2:19][N:7]3[C:6]=2[C:5]([CH:24]([CH2:27][CH3:28])[CH2:25][CH3:26])=[CH:4][CH:3]=1.